Dataset: Forward reaction prediction with 1.9M reactions from USPTO patents (1976-2016). Task: Predict the product of the given reaction. Given the reactants [CH3:1][O:2][C:3]1[N:4]=[C:5]2[C:10](=[CH:11][CH:12]=1)[N:9]=[CH:8][CH:7]=[C:6]2[N:13]1[CH:21]=[C:20]2[C:15]([CH2:16][CH2:17][CH:18]([NH2:22])[CH2:19]2)=[N:14]1.C([O-])([O-])=O.[K+].[K+].Cl[CH2:30][C:31]([NH:33][C:34]1[CH:39]=[C:38]([F:40])[CH:37]=[C:36]([F:41])[CH:35]=1)=[O:32].[Na+].[I-], predict the reaction product. The product is: [F:40][C:38]1[CH:39]=[C:34]([NH:33][C:31](=[O:32])[CH2:30][NH:22][CH:18]2[CH2:17][CH2:16][C:15]3[C:20](=[CH:21][N:13]([C:6]4[C:5]5[C:10](=[CH:11][CH:12]=[C:3]([O:2][CH3:1])[N:4]=5)[N:9]=[CH:8][CH:7]=4)[N:14]=3)[CH2:19]2)[CH:35]=[C:36]([F:41])[CH:37]=1.